Dataset: Peptide-MHC class II binding affinity with 134,281 pairs from IEDB. Task: Regression. Given a peptide amino acid sequence and an MHC pseudo amino acid sequence, predict their binding affinity value. This is MHC class II binding data. (1) The peptide sequence is AKFTCAKSMSLFEVD. The MHC is DRB1_0401 with pseudo-sequence DRB1_0401. The binding affinity (normalized) is 0.351. (2) The peptide sequence is VYEPFPKEVWEQIFS. The MHC is DRB5_0101 with pseudo-sequence DRB5_0101. The binding affinity (normalized) is 0.335. (3) The peptide sequence is NASHCNEMSWIQSIP. The MHC is HLA-DQA10501-DQB10201 with pseudo-sequence HLA-DQA10501-DQB10201. The binding affinity (normalized) is 0.106. (4) The peptide sequence is ALSDPYLSFAAALNG. The MHC is HLA-DPA10201-DPB10101 with pseudo-sequence HLA-DPA10201-DPB10101. The binding affinity (normalized) is 0.273.